Dataset: NCI-60 drug combinations with 297,098 pairs across 59 cell lines. Task: Regression. Given two drug SMILES strings and cell line genomic features, predict the synergy score measuring deviation from expected non-interaction effect. (1) Drug 1: CCC1=C2CN3C(=CC4=C(C3=O)COC(=O)C4(CC)O)C2=NC5=C1C=C(C=C5)O. Drug 2: B(C(CC(C)C)NC(=O)C(CC1=CC=CC=C1)NC(=O)C2=NC=CN=C2)(O)O. Cell line: SK-OV-3. Synergy scores: CSS=40.0, Synergy_ZIP=-5.43, Synergy_Bliss=-1.05, Synergy_Loewe=-0.809, Synergy_HSA=0.749. (2) Drug 1: C1=CC(=C2C(=C1NCCNCCO)C(=O)C3=C(C=CC(=C3C2=O)O)O)NCCNCCO. Drug 2: C1=NC2=C(N=C(N=C2N1C3C(C(C(O3)CO)O)F)Cl)N. Cell line: HL-60(TB). Synergy scores: CSS=91.7, Synergy_ZIP=3.11, Synergy_Bliss=3.09, Synergy_Loewe=2.57, Synergy_HSA=5.18. (3) Drug 1: CC1=C(C(CCC1)(C)C)C=CC(=CC=CC(=CC(=O)O)C)C. Drug 2: CN(CCCl)CCCl.Cl. Cell line: DU-145. Synergy scores: CSS=53.9, Synergy_ZIP=-0.740, Synergy_Bliss=-2.46, Synergy_Loewe=-18.4, Synergy_HSA=-2.02. (4) Drug 1: C1C(C(OC1N2C=NC3=C(N=C(N=C32)Cl)N)CO)O. Drug 2: C1=CC=C(C(=C1)C(C2=CC=C(C=C2)Cl)C(Cl)Cl)Cl. Cell line: MDA-MB-231. Synergy scores: CSS=25.2, Synergy_ZIP=0.682, Synergy_Bliss=1.32, Synergy_Loewe=-17.0, Synergy_HSA=0.720. (5) Drug 1: C1CN1P(=S)(N2CC2)N3CC3. Cell line: NCI/ADR-RES. Drug 2: CCCCCOC(=O)NC1=NC(=O)N(C=C1F)C2C(C(C(O2)C)O)O. Synergy scores: CSS=2.98, Synergy_ZIP=-3.19, Synergy_Bliss=-0.857, Synergy_Loewe=-3.97, Synergy_HSA=-3.54. (6) Drug 1: CC1C(C(CC(O1)OC2CC(CC3=C2C(=C4C(=C3O)C(=O)C5=C(C4=O)C(=CC=C5)OC)O)(C(=O)C)O)N)O.Cl. Drug 2: CCC(=C(C1=CC=CC=C1)C2=CC=C(C=C2)OCCN(C)C)C3=CC=CC=C3.C(C(=O)O)C(CC(=O)O)(C(=O)O)O. Cell line: NCIH23. Synergy scores: CSS=25.5, Synergy_ZIP=6.83, Synergy_Bliss=5.42, Synergy_Loewe=-25.1, Synergy_HSA=5.78. (7) Drug 1: CC1=C2C(C(=O)C3(C(CC4C(C3C(C(C2(C)C)(CC1OC(=O)C(C(C5=CC=CC=C5)NC(=O)OC(C)(C)C)O)O)OC(=O)C6=CC=CC=C6)(CO4)OC(=O)C)OC)C)OC. Drug 2: B(C(CC(C)C)NC(=O)C(CC1=CC=CC=C1)NC(=O)C2=NC=CN=C2)(O)O. Cell line: IGROV1. Synergy scores: CSS=30.8, Synergy_ZIP=2.93, Synergy_Bliss=2.22, Synergy_Loewe=-2.56, Synergy_HSA=2.98. (8) Drug 1: CN(CCCl)CCCl.Cl. Drug 2: CC(C)NC(=O)C1=CC=C(C=C1)CNNC.Cl. Cell line: A498. Synergy scores: CSS=4.75, Synergy_ZIP=-5.20, Synergy_Bliss=-4.89, Synergy_Loewe=-2.95, Synergy_HSA=-2.49. (9) Drug 1: C1=CC=C(C=C1)NC(=O)CCCCCCC(=O)NO. Drug 2: CC12CCC3C(C1CCC2O)C(CC4=C3C=CC(=C4)O)CCCCCCCCCS(=O)CCCC(C(F)(F)F)(F)F. Cell line: NCI/ADR-RES. Synergy scores: CSS=1.99, Synergy_ZIP=0.811, Synergy_Bliss=3.24, Synergy_Loewe=1.95, Synergy_HSA=2.05. (10) Drug 1: C1=NC2=C(N1)C(=S)N=CN2. Drug 2: CC1=C(C=C(C=C1)C(=O)NC2=CC(=CC(=C2)C(F)(F)F)N3C=C(N=C3)C)NC4=NC=CC(=N4)C5=CN=CC=C5. Cell line: HCC-2998. Synergy scores: CSS=8.98, Synergy_ZIP=-1.01, Synergy_Bliss=2.50, Synergy_Loewe=-0.162, Synergy_HSA=0.0197.